Task: Predict the reactants needed to synthesize the given product.. Dataset: Full USPTO retrosynthesis dataset with 1.9M reactions from patents (1976-2016) (1) Given the product [CH2:1]([NH:15][CH:14]([OH:17])[CH3:12])[CH2:2][CH2:3][CH2:4][CH2:5][CH2:6][CH2:7][CH2:8][CH2:9][CH3:10], predict the reactants needed to synthesize it. The reactants are: [CH:1](=O)[CH2:2][CH2:3][CH2:4][CH2:5][CH2:6][CH2:7][CH2:8][CH2:9][CH3:10].[CH2:12]([CH2:14][NH2:15])O.C[OH:17]. (2) Given the product [C:1]([O:5][C:6]([NH:8][CH:9]1[CH:13]([O:14][S:30]([CH3:29])(=[O:32])=[O:31])[CH2:12][N:11]([C:15]([O:17][C:18]([CH3:21])([CH3:20])[CH3:19])=[O:16])[CH2:10]1)=[O:7])([CH3:4])([CH3:3])[CH3:2], predict the reactants needed to synthesize it. The reactants are: [C:1]([O:5][C:6]([NH:8][CH:9]1[CH:13]([OH:14])[CH2:12][N:11]([C:15]([O:17][C:18]([CH3:21])([CH3:20])[CH3:19])=[O:16])[CH2:10]1)=[O:7])([CH3:4])([CH3:3])[CH3:2].C(N(CC)CC)C.[CH3:29][S:30](Cl)(=[O:32])=[O:31]. (3) Given the product [C:21]([O:20][C:18](=[O:19])[NH:25][CH:26]([CH:27]([C:29]1[O:30][C:31]2[CH:37]=[CH:36][CH:35]=[CH:34][C:32]=2[N:33]=1)[OH:28])[CH2:38][CH3:39])([CH3:22])([CH3:23])[CH3:24], predict the reactants needed to synthesize it. The reactants are: CCN(C(C)C)C(C)C.[C:18](O[C:18]([O:20][C:21]([CH3:24])([CH3:23])[CH3:22])=[O:19])([O:20][C:21]([CH3:24])([CH3:23])[CH3:22])=[O:19].[NH2:25][CH:26]([CH2:38][CH3:39])[CH:27]([C:29]1[O:30][C:31]2[CH:37]=[CH:36][CH:35]=[CH:34][C:32]=2[N:33]=1)[OH:28].C(OC(=O)N)(C)(C)C. (4) Given the product [CH2:1]([S:8][C:44]([C:39]1[CH:40]=[C:41]([Cl:43])[CH:42]=[C:37]([Cl:36])[CH:38]=1)([C:62]([F:63])([F:64])[F:65])[CH2:45][C:46]([C:48]1[CH:60]=[CH:59][C:51]([C:52]([O:54][C:55]([CH3:57])([CH3:58])[CH3:56])=[O:53])=[C:50]([CH3:61])[CH:49]=1)=[O:47])[C:2]1[CH:7]=[CH:6][CH:5]=[CH:4][CH:3]=1, predict the reactants needed to synthesize it. The reactants are: [CH2:1]([SH:8])[C:2]1[CH:7]=[CH:6][CH:5]=[CH:4][CH:3]=1.FC(F)(F)C1C=C(NC(N[C@@H]2CCCC[C@H]2N(C)C)=S)C=C(C(F)(F)F)C=1.[Cl:36][C:37]1[CH:38]=[C:39](/[C:44](/[C:62]([F:65])([F:64])[F:63])=[CH:45]\[C:46]([C:48]2[CH:60]=[CH:59][C:51]([C:52]([O:54][C:55]([CH3:58])([CH3:57])[CH3:56])=[O:53])=[C:50]([CH3:61])[CH:49]=2)=[O:47])[CH:40]=[C:41]([Cl:43])[CH:42]=1. (5) Given the product [Cl:1][C:2]1[CH:3]=[C:4]([NH:9][C:10]([C:12]2[C:21]3[C:16](=[CH:17][C:18]([O:22][C:23]4[CH:28]=[CH:27][C:26](=[O:29])[NH:25][CH:24]=4)=[CH:19][CH:20]=3)[CH:15]=[CH:14][CH:13]=2)=[O:11])[CH:5]=[CH:6][C:7]=1[F:8], predict the reactants needed to synthesize it. The reactants are: [Cl:1][C:2]1[CH:3]=[C:4]([NH:9][C:10]([C:12]2[C:21]3[C:16](=[CH:17][C:18]([O:22][C:23]4[CH:24]=[N:25][C:26]([O:29]C)=[CH:27][CH:28]=4)=[CH:19][CH:20]=3)[CH:15]=[CH:14][CH:13]=2)=[O:11])[CH:5]=[CH:6][C:7]=1[F:8].C[Si](I)(C)C.CO. (6) The reactants are: C([O:3][C:4](=[O:25])[C:5]([O:8][C:9]1[CH:14]=[CH:13][C:12]([O:15][CH2:16][CH:17]([CH3:24])[CH2:18][O:19]S(C)(=O)=O)=[CH:11][CH:10]=1)([CH3:7])[CH3:6])C.[O:26]([C:33]1[C:38]([C:39]([F:42])([F:41])[F:40])=[CH:37][CH:36]=[CH:35][C:34]=1O)[C:27]1[CH:32]=[CH:31][CH:30]=[CH:29][CH:28]=1. Given the product [CH3:7][C:5]([O:8][C:9]1[CH:10]=[CH:11][C:12]([O:15][CH2:16][CH:17]([CH3:24])[CH2:18][O:19][C:34]2[CH:35]=[CH:36][CH:37]=[C:38]([C:39]([F:41])([F:42])[F:40])[C:33]=2[O:26][C:27]2[CH:28]=[CH:29][CH:30]=[CH:31][CH:32]=2)=[CH:13][CH:14]=1)([CH3:6])[C:4]([OH:3])=[O:25], predict the reactants needed to synthesize it.